Dataset: Full USPTO retrosynthesis dataset with 1.9M reactions from patents (1976-2016). Task: Predict the reactants needed to synthesize the given product. Given the product [C:1]([O:5][C:6](=[O:21])[N:7]([CH2:9][CH2:10][CH2:11][N:12]1[C:13]2[C:18]([Cl:19])=[CH:17][CH:16]=[CH:15][C:14]=2[NH:20][C:28]1=[NH:27])[CH3:8])([CH3:4])([CH3:2])[CH3:3], predict the reactants needed to synthesize it. The reactants are: [C:1]([O:5][C:6](=[O:21])[N:7]([CH2:9][CH2:10][CH2:11][NH:12][C:13]1[C:18]([Cl:19])=[CH:17][CH:16]=[CH:15][C:14]=1[NH2:20])[CH3:8])([CH3:4])([CH3:3])[CH3:2].CC([O-])=O.[Na+].[N:27]#[C:28]Br.C(#N)C.